This data is from NCI-60 drug combinations with 297,098 pairs across 59 cell lines. The task is: Regression. Given two drug SMILES strings and cell line genomic features, predict the synergy score measuring deviation from expected non-interaction effect. (1) Drug 1: CC1=C(C=C(C=C1)NC2=NC=CC(=N2)N(C)C3=CC4=NN(C(=C4C=C3)C)C)S(=O)(=O)N.Cl. Drug 2: C(CN)CNCCSP(=O)(O)O. Cell line: KM12. Synergy scores: CSS=-4.05, Synergy_ZIP=-0.138, Synergy_Bliss=-4.35, Synergy_Loewe=-10.3, Synergy_HSA=-7.68. (2) Drug 1: C1CC(=O)NC(=O)C1N2CC3=C(C2=O)C=CC=C3N. Drug 2: CC(C)(C#N)C1=CC(=CC(=C1)CN2C=NC=N2)C(C)(C)C#N. Cell line: LOX IMVI. Synergy scores: CSS=2.42, Synergy_ZIP=-3.88, Synergy_Bliss=-7.22, Synergy_Loewe=-4.31, Synergy_HSA=-4.28. (3) Drug 1: CC(C1=C(C=CC(=C1Cl)F)Cl)OC2=C(N=CC(=C2)C3=CN(N=C3)C4CCNCC4)N. Drug 2: CS(=O)(=O)CCNCC1=CC=C(O1)C2=CC3=C(C=C2)N=CN=C3NC4=CC(=C(C=C4)OCC5=CC(=CC=C5)F)Cl. Cell line: DU-145. Synergy scores: CSS=-3.06, Synergy_ZIP=-0.912, Synergy_Bliss=-5.00, Synergy_Loewe=-10.2, Synergy_HSA=-8.79. (4) Drug 1: CCC(=C(C1=CC=CC=C1)C2=CC=C(C=C2)OCCN(C)C)C3=CC=CC=C3.C(C(=O)O)C(CC(=O)O)(C(=O)O)O. Drug 2: COCCOC1=C(C=C2C(=C1)C(=NC=N2)NC3=CC=CC(=C3)C#C)OCCOC.Cl. Cell line: SK-OV-3. Synergy scores: CSS=8.47, Synergy_ZIP=-4.28, Synergy_Bliss=-1.20, Synergy_Loewe=-2.13, Synergy_HSA=1.10. (5) Drug 1: CCC1(C2=C(COC1=O)C(=O)N3CC4=CC5=C(C=CC(=C5CN(C)C)O)N=C4C3=C2)O. Drug 2: CN1C=C(C=N1)C2=C3N=C(C(=C(N3N=C2)N)Br)C4CCCNC4. Cell line: NCIH23. Synergy scores: CSS=72.9, Synergy_ZIP=-2.44, Synergy_Bliss=-5.34, Synergy_Loewe=-3.96, Synergy_HSA=0.501. (6) Drug 1: C1=NC2=C(N1)C(=S)N=C(N2)N. Drug 2: C1C(C(OC1N2C=NC3=C2NC=NCC3O)CO)O. Cell line: K-562. Synergy scores: CSS=39.2, Synergy_ZIP=0.474, Synergy_Bliss=0.0917, Synergy_Loewe=-24.8, Synergy_HSA=0.279.